Predict the reactants needed to synthesize the given product. From a dataset of Full USPTO retrosynthesis dataset with 1.9M reactions from patents (1976-2016). (1) Given the product [CH2:27]([O:1][C:2]1[CH:9]=[CH:8][C:5]([CH:6]=[O:7])=[CH:4][CH:3]=1)[CH2:26][CH2:25][CH2:24][CH2:23][CH2:22][CH2:21][CH2:20][CH2:19][CH2:18][CH2:17][CH3:16], predict the reactants needed to synthesize it. The reactants are: [OH:1][C:2]1[CH:9]=[CH:8][C:5]([CH:6]=[O:7])=[CH:4][CH:3]=1.C(=O)([O-])[O-].[K+].[K+].[CH2:16](Br)[CH2:17][CH2:18][CH2:19][CH2:20][CH2:21][CH2:22][CH2:23][CH2:24][CH2:25][CH2:26][CH3:27].C1OCCOCCOCCOCCOCCOC1. (2) Given the product [I:12][C:9]1[CH:8]=[C:7]([CH3:13])[C:6]2[O:5][CH:4]=[CH:3][C:11]=2[CH:10]=1, predict the reactants needed to synthesize it. The reactants are: CO[CH:3](OC)[CH2:4][O:5][C:6]1[CH:11]=[CH:10][C:9]([I:12])=[CH:8][C:7]=1[CH3:13]. (3) Given the product [CH2:2]([O:4][C:5]([C:7]1[C:8]2[S:16][CH:15]=[C:14]([CH2:17][O:18][C:19]3[CH:24]=[C:23]([C:25](=[O:34])[NH:26][C:27]4[CH:28]=[CH:29][C:30]([Cl:33])=[CH:31][CH:32]=4)[CH:22]=[CH:21][C:20]=3[CH3:35])[C:9]=2[C:10]([NH2:1])=[N:11][CH:12]=1)=[O:6])[CH3:3], predict the reactants needed to synthesize it. The reactants are: [NH3:1].[CH2:2]([O:4][C:5]([C:7]1[C:8]2[S:16][CH:15]=[C:14]([CH2:17][O:18][C:19]3[CH:24]=[C:23]([C:25](=[O:34])[NH:26][C:27]4[CH:32]=[CH:31][C:30]([Cl:33])=[CH:29][CH:28]=4)[CH:22]=[CH:21][C:20]=3[CH3:35])[C:9]=2[C:10](Cl)=[N:11][CH:12]=1)=[O:6])[CH3:3]. (4) Given the product [NH2:1][C:2]1[C:11]([F:12])=[C:10]([F:13])[C:9]2[O:14][CH2:15][C@H:16]([CH3:17])[N:7]3[C:8]=2[C:3]=1[C:4](=[O:20])[C:5]([C:18]1[NH:23][N:22]=[N:21][N:19]=1)=[CH:6]3, predict the reactants needed to synthesize it. The reactants are: [NH2:1][C:2]1[C:11]([F:12])=[C:10]([F:13])[C:9]2[O:14][CH2:15][C@H:16]([CH3:17])[N:7]3[C:8]=2[C:3]=1[C:4](=[O:20])[C:5]([C:18]#[N:19])=[CH:6]3.[N-:21]=[N+:22]=[N-:23].[Na+]. (5) Given the product [C:16]([O:15][C:13]([N:20]1[CH2:25][CH2:24][CH:23]([NH:1][C:2]2[CH:12]=[CH:11][C:5]([C:6](=[O:7])[N:8]([CH3:10])[CH3:9])=[CH:4][CH:3]=2)[CH2:22][CH2:21]1)=[O:14])([CH3:19])([CH3:17])[CH3:18], predict the reactants needed to synthesize it. The reactants are: [NH2:1][C:2]1[CH:12]=[CH:11][C:5]([C:6]([N:8]([CH3:10])[CH3:9])=[O:7])=[CH:4][CH:3]=1.[C:13]([N:20]1[CH2:25][CH2:24][C:23](=O)[CH2:22][CH2:21]1)([O:15][C:16]([CH3:19])([CH3:18])[CH3:17])=[O:14]. (6) Given the product [CH2:1]([C:3]1[C:12]2[C:7](=[CH:8][C:9]([O:15][CH3:16])=[C:10]([O:13][CH3:14])[CH:11]=2)[C:6]([CH2:20][C:21]2[C:22]([NH:33][CH3:34])=[N:23][C:24]3[C:29]([CH:30]=2)=[CH:28][C:27]([O:31][CH3:32])=[CH:26][CH:25]=3)=[C:5]([OH:17])[N:4]=1)[CH3:2], predict the reactants needed to synthesize it. The reactants are: [CH2:1]([C:3]1[C:12]2[C:7](=[CH:8][C:9]([O:15][CH3:16])=[C:10]([O:13][CH3:14])[CH:11]=2)[CH:6]=[C:5]([OH:17])[N:4]=1)[CH3:2].Cl.Cl[CH2:20][C:21]1[C:22]([NH:33][CH3:34])=[N:23][C:24]2[C:29]([CH:30]=1)=[CH:28][C:27]([O:31][CH3:32])=[CH:26][CH:25]=2.[Li+].[OH-]. (7) The reactants are: [C:1]([O:5][C:6]([C:8]1[CH:13]=[CH:12][C:11]([NH:14][C:15]([C:17]2[N:22]=[CH:21][C:20]([C:23]3[CH2:28][CH2:27][N:26]([C:29]([O:31][C:32]([CH3:35])([CH3:34])[CH3:33])=[O:30])[CH2:25][CH:24]=3)=[CH:19][C:18]=2[C:36]2[CH:41]=[CH:40][CH:39]=[CH:38][CH:37]=2)=[O:16])=[CH:10][CH:9]=1)=[O:7])([CH3:4])([CH3:3])[CH3:2].[ClH:42]. Given the product [ClH:42].[C:1]([O:5][C:6]([C:8]1[CH:13]=[CH:12][C:11]([NH:14][C:15]([CH:17]2[NH:22][CH2:21][CH:20]([CH:23]3[CH2:28][CH2:27][N:26]([C:29]([O:31][C:32]([CH3:34])([CH3:35])[CH3:33])=[O:30])[CH2:25][CH2:24]3)[CH2:19][CH:18]2[C:36]2[CH:37]=[CH:38][CH:39]=[CH:40][CH:41]=2)=[O:16])=[CH:10][CH:9]=1)=[O:7])([CH3:2])([CH3:3])[CH3:4], predict the reactants needed to synthesize it. (8) Given the product [O:48]=[C:47]([C:49]1[CH:54]=[CH:53][C:52]([CH3:55])=[CH:51][CH:50]=1)[CH2:46][C:45]([NH:44][C:4](=[O:6])[CH2:3][C:2]([NH:7][C:8]1[CH:13]=[CH:12][C:11]([O:14][C:15]([F:18])([F:17])[F:16])=[CH:10][CH:9]=1)=[O:1])([C:57]1[CH:58]=[CH:59][C:60]([O:63][CH2:64][CH2:65][CH2:66][C:67]([F:68])([F:69])[F:70])=[CH:61][CH:62]=1)[CH3:56], predict the reactants needed to synthesize it. The reactants are: [O:1]=[C:2]([NH:7][C:8]1[CH:13]=[CH:12][C:11]([O:14][C:15]([F:18])([F:17])[F:16])=[CH:10][CH:9]=1)[CH2:3][C:4]([OH:6])=O.C1C=CC(P(C2C=CC=CC=2)C2C=CC=CC=2)=CC=1.ClC(Cl)(Cl)C#N.[NH2:44][C:45]([C:57]1[CH:62]=[CH:61][C:60]([O:63][CH2:64][CH2:65][CH2:66][C:67]([F:70])([F:69])[F:68])=[CH:59][CH:58]=1)([CH3:56])[CH2:46][C:47]([C:49]1[CH:54]=[CH:53][C:52]([CH3:55])=[CH:51][CH:50]=1)=[O:48].N1C=CC=CC=1. (9) Given the product [Cl:26][C:24]1[CH:25]=[C:20]2[CH:19]=[C:18]([C:16]([NH:15][C@@H:7]3[CH2:8][C:9]4[C:14](=[CH:13][CH:12]=[CH:11][CH:10]=4)[N:5]([CH2:4][C:3]([OH:29])=[O:2])[C:6]3=[O:28])=[O:17])[NH:27][C:21]2=[CH:22][N:23]=1, predict the reactants needed to synthesize it. The reactants are: C[O:2][C:3](=[O:29])[CH2:4][N:5]1[C:14]2[C:9](=[CH:10][CH:11]=[CH:12][CH:13]=2)[CH2:8][C@@H:7]([NH:15][C:16]([C:18]2[NH:27][C:21]3=[CH:22][N:23]=[C:24]([Cl:26])[CH:25]=[C:20]3[CH:19]=2)=[O:17])[C:6]1=[O:28].[Li+].[OH-]. (10) The reactants are: O[CH2:2][C:3]1[CH:4]=[C:5]([CH:10]=[C:11]([N:13]([S:17]([CH3:20])(=[O:19])=[O:18])[CH2:14][CH2:15][CH3:16])[CH:12]=1)[C:6]([O:8][CH3:9])=[O:7].C(Br)(Br)(Br)[Br:22].C1(P(C2C=CC=CC=2)C2C=CC=CC=2)C=CC=CC=1. Given the product [Br:22][CH2:2][C:3]1[CH:4]=[C:5]([CH:10]=[C:11]([N:13]([S:17]([CH3:20])(=[O:19])=[O:18])[CH2:14][CH2:15][CH3:16])[CH:12]=1)[C:6]([O:8][CH3:9])=[O:7], predict the reactants needed to synthesize it.